Dataset: Full USPTO retrosynthesis dataset with 1.9M reactions from patents (1976-2016). Task: Predict the reactants needed to synthesize the given product. (1) Given the product [C:1]([N:8]1[CH2:12][C@H:11]([O:13][S:19]([CH3:18])(=[O:21])=[O:20])[CH2:10][C@H:9]1[C:14]([O:16][CH3:17])=[O:15])([O:3][C:4]([CH3:7])([CH3:6])[CH3:5])=[O:2], predict the reactants needed to synthesize it. The reactants are: [C:1]([N:8]1[CH2:12][C@H:11]([OH:13])[CH2:10][C@H:9]1[C:14]([O:16][CH3:17])=[O:15])([O:3][C:4]([CH3:7])([CH3:6])[CH3:5])=[O:2].[CH3:18][S:19](Cl)(=[O:21])=[O:20]. (2) Given the product [CH2:1]([O:7][CH2:8][CH2:9][CH2:10][CH2:11][CH2:12][CH2:13][CH2:14][CH2:15][NH:27][C:28]1[CH:29]=[CH:30][CH:31]=[C:32]2[C:37]=1[N:36]=[CH:35][CH:34]=[CH:33]2)[CH2:2][CH2:3][CH2:4][CH2:5][CH3:6], predict the reactants needed to synthesize it. The reactants are: [CH2:1]([O:7][CH2:8][CH2:9][CH2:10][CH2:11][CH2:12][CH2:13][CH2:14][CH2:15]NC1C=C2C(=CC=1)N=CC=C2)[CH2:2][CH2:3][CH2:4][CH2:5][CH3:6].[NH2:27][C:28]1[CH:29]=[CH:30][CH:31]=[C:32]2[C:37]=1[N:36]=[CH:35][CH:34]=[CH:33]2. (3) Given the product [CH2:1]([O:8][C:9]([N:11]1[CH2:16][CH2:15][CH:14]([C:17]2[CH:18]=[C:19]([C:21]3[CH:26]=[CH:25][C:24]([CH3:27])=[CH:23][CH:22]=3)[N:38]([C:35]3[CH:36]=[CH:37][C:32]([O:31][CH3:30])=[CH:33][CH:34]=3)[N:39]=2)[CH2:13][CH2:12]1)=[O:10])[C:2]1[CH:7]=[CH:6][CH:5]=[CH:4][CH:3]=1, predict the reactants needed to synthesize it. The reactants are: [CH2:1]([O:8][C:9]([N:11]1[CH2:16][CH2:15][CH:14]([C:17](=O)[CH2:18][C:19]([C:21]2[CH:26]=[CH:25][C:24]([CH3:27])=[CH:23][CH:22]=2)=O)[CH2:13][CH2:12]1)=[O:10])[C:2]1[CH:7]=[CH:6][CH:5]=[CH:4][CH:3]=1.Cl.[CH3:30][O:31][C:32]1[CH:37]=[CH:36][C:35]([NH:38][NH2:39])=[CH:34][CH:33]=1.C(N(CC)CC)C.O. (4) Given the product [C:22]([NH:10][C@H:11]([C:19]([O:21][C:19](=[O:20])[C@H:11]([CH2:12][C:13]1[CH:14]=[CH:15][CH:16]=[CH:17][CH:18]=1)[NH:10][C:8]([OH:1])=[O:9])=[O:20])[CH2:12][C:13]1[CH:14]=[CH:15][CH:16]=[CH:17][CH:18]=1)([OH:25])=[O:24], predict the reactants needed to synthesize it. The reactants are: [O:1]([C:8]([NH:10][C@H:11]([C:19]([OH:21])=[O:20])[CH2:12][C:13]1[CH:18]=[CH:17][CH:16]=[CH:15][CH:14]=1)=[O:9])C1C=CC=CC=1.[C:22]([OH:25])(=[O:24])C. (5) Given the product [I:15][C:6]1[C:5]2[C:9](=[CH:10][CH:11]=[CH:12][C:4]=2[N+:1]([O-:3])=[O:2])[NH:8][N:7]=1, predict the reactants needed to synthesize it. The reactants are: [N+:1]([C:4]1[CH:12]=[CH:11][CH:10]=[C:9]2[C:5]=1[CH:6]=[N:7][NH:8]2)([O-:3])=[O:2].[OH-].[K+].[I:15]I.S(=O)(O)[O-].[Na+]. (6) Given the product [N:1]1([C:17](=[O:18])[CH2:16][O:15][C:14]2[CH:20]=[CH:21][C:22]([O:23][CH3:24])=[C:12]([O:11][CH3:10])[CH:13]=2)[C:5]2[CH:6]=[CH:7][CH:8]=[CH:9][C:4]=2[N:3]=[N:2]1, predict the reactants needed to synthesize it. The reactants are: [NH:1]1[C:5]2[CH:6]=[CH:7][CH:8]=[CH:9][C:4]=2[N:3]=[N:2]1.[CH3:10][O:11][C:12]1[CH:13]=[C:14]([CH:20]=[CH:21][C:22]=1[O:23][CH3:24])[O:15][CH2:16][C:17](O)=[O:18].